From a dataset of Reaction yield outcomes from USPTO patents with 853,638 reactions. Predict the reaction yield, written as a fraction of the theoretical maximum amount of product (1.0 means a 100% yield; for example, 0.34 means a 34% yield). (1) The reactants are [C:1]([C:5]1[N:10]=[C:9]([N:11]2[CH2:16][CH2:15][N:14]([CH2:17][CH2:18][CH2:19]Cl)[CH2:13][CH2:12]2)[CH:8]=[C:7]([CH:21]2[CH2:24][CH2:23][CH2:22]2)[N:6]=1)([CH3:4])([CH3:3])[CH3:2].[CH3:25][N:26]1[CH:30]=[N:29][N:28]=[C:27]1[SH:31].[OH-].[Li+].[I-].[K+]. The catalyst is CN(C)C=O. The product is [C:1]([C:5]1[N:10]=[C:9]([N:11]2[CH2:16][CH2:15][N:14]([CH2:17][CH2:18][CH2:19][S:31][C:27]3[N:26]([CH3:25])[CH:30]=[N:29][N:28]=3)[CH2:13][CH2:12]2)[CH:8]=[C:7]([CH:21]2[CH2:24][CH2:23][CH2:22]2)[N:6]=1)([CH3:4])([CH3:3])[CH3:2]. The yield is 0.470. (2) The reactants are Cl[C:2]1[N:7]=[C:6]([O:8][C:9]2[CH:36]=[CH:35][CH:34]=[CH:33][C:10]=2[CH2:11][NH:12][C:13]([NH:15][C:16]2[N:20]([C:21]3[CH:26]=[CH:25][C:24]([CH3:27])=[CH:23][CH:22]=3)[N:19]=[C:18]([CH2:28][C:29]([CH3:32])([CH3:31])[CH3:30])[CH:17]=2)=[O:14])[CH:5]=[CH:4][N:3]=1.C(=O)([O-])[O-].[Na+].[Na+].[NH:43]1[CH2:48][CH2:47][O:46][CH2:45][CH2:44]1. The catalyst is C(O)C. The product is [O:46]1[CH2:47][CH2:48][N:43]([C:2]2[N:7]=[C:6]([O:8][C:9]3[CH:36]=[CH:35][CH:34]=[CH:33][C:10]=3[CH2:11][NH:12][C:13]([NH:15][C:16]3[N:20]([C:21]4[CH:22]=[CH:23][C:24]([CH3:27])=[CH:25][CH:26]=4)[N:19]=[C:18]([CH2:28][C:29]([CH3:30])([CH3:32])[CH3:31])[CH:17]=3)=[O:14])[CH:5]=[CH:4][N:3]=2)[CH2:44][CH2:45]1. The yield is 0.920. (3) The reactants are Br[C:2]1[CH:14]=[CH:13][C:5]([O:6][CH2:7][C:8]([CH3:12])([CH3:11])[CH2:9][OH:10])=[CH:4][CH:3]=1.[CH3:15][C:16]1([CH3:30])[CH2:21][O:20][B:19]([B:19]2[O:20][CH2:21][C:16]([CH3:30])([CH3:15])[CH2:17][O:18]2)[O:18][CH2:17]1.C([O-])(=O)C.[K+].C(OCC)(=O)C. The catalyst is O1CCOCC1.C1C=CC(P(C2C=CC=CC=2)[C-]2C=CC=C2)=CC=1.C1C=CC(P(C2C=CC=CC=2)[C-]2C=CC=C2)=CC=1.Cl[Pd]Cl.[Fe+2]. The product is [CH3:15][C:16]1([CH3:30])[CH2:21][O:20][B:19]([C:2]2[CH:14]=[CH:13][C:5]([O:6][CH2:7][C:8]([CH3:12])([CH3:11])[CH2:9][OH:10])=[CH:4][CH:3]=2)[O:18][CH2:17]1. The yield is 0.410. (4) The reactants are [C:1]([O:5][C:6](=[O:21])[NH:7][C:8]1[CH:9]=[CH:10][C:11]2[CH2:17][CH2:16][CH2:15][C:14](SC)=[N:13][C:12]=2[CH:20]=1)([CH3:4])([CH3:3])[CH3:2].[CH3:22][O:23][CH:24]([O:27][CH3:28])[CH2:25][NH2:26]. The catalyst is C(O)C. The product is [C:1]([O:5][C:6](=[O:21])[NH:7][C:8]1[CH:9]=[CH:10][C:11]2[CH2:17][CH2:16][CH2:15][C:14]([NH:26][CH2:25][CH:24]([O:27][CH3:28])[O:23][CH3:22])=[N:13][C:12]=2[CH:20]=1)([CH3:4])([CH3:3])[CH3:2]. The yield is 0.610.